From a dataset of Forward reaction prediction with 1.9M reactions from USPTO patents (1976-2016). Predict the product of the given reaction. (1) Given the reactants [Cl:1][C:2]1[CH:3]=[C:4]([CH:30]=[CH:31][C:32]=1[Cl:33])[CH2:5][CH:6]1[CH2:11][CH2:10][N:9]([CH2:12][C@H:13]([NH:17][C:18]([NH:20][C:21]2[CH:26]=[CH:25][CH:24]=[C:23]([N+:27]([O-])=O)[CH:22]=2)=[O:19])[CH:14]([CH3:16])[CH3:15])[CH2:8][CH2:7]1.[CH3:34][S:35](Cl)(=[O:37])=[O:36], predict the reaction product. The product is: [Cl:1][C:2]1[CH:3]=[C:4]([CH:30]=[CH:31][C:32]=1[Cl:33])[CH2:5][CH:6]1[CH2:11][CH2:10][N:9]([CH2:12][C@H:13]([NH:17][C:18]([NH:20][C:21]2[CH:26]=[CH:25][CH:24]=[C:23]([NH:27][S:35]([CH3:34])(=[O:37])=[O:36])[CH:22]=2)=[O:19])[CH:14]([CH3:16])[CH3:15])[CH2:8][CH2:7]1. (2) Given the reactants [CH2:1]([O:3][C:4](=[O:13])/[CH:5]=[CH:6]/[C:7]1[CH:8]=[N:9][CH:10]=[N:11][CH:12]=1)[CH3:2].[Br-].[CH2:15]([S+]1CCCC1)[C:16]1[CH:21]=[CH:20][CH:19]=[CH:18][CH:17]=1, predict the reaction product. The product is: [CH2:1]([O:3][C:4]([C@H:5]1[C@H:6]([C:7]2[CH:8]=[N:9][CH:10]=[N:11][CH:12]=2)[C@H:15]1[C:16]1[CH:21]=[CH:20][CH:19]=[CH:18][CH:17]=1)=[O:13])[CH3:2]. (3) Given the reactants [Br:1][C:2]1[CH:7]=[CH:6][C:5]([C:8]2[N:9]=[C:10]([NH2:13])[S:11][CH:12]=2)=[CH:4][CH:3]=1.[CH3:14][O:15][C:16](=[O:23])[C:17]([C:19]([F:22])([F:21])[F:20])=O.C([BH3-])#N.[Na+], predict the reaction product. The product is: [Br:1][C:2]1[CH:3]=[CH:4][C:5]([C:8]2[N:9]=[C:10]([NH:13][C@H:17]([C:16]([O:15][CH3:14])=[O:23])[C:19]([F:22])([F:21])[F:20])[S:11][CH:12]=2)=[CH:6][CH:7]=1. (4) Given the reactants [CH2:1]([O:8][CH2:9][C@H:10]1[CH2:14][O:13]C(C)(C)[O:11]1)[C:2]1[CH:7]=[CH:6][CH:5]=[CH:4][CH:3]=1.Cl.C(=O)(O)[O-].[Na+], predict the reaction product. The product is: [CH2:1]([O:8][CH2:9][C@H:10]([OH:11])[CH2:14][OH:13])[C:2]1[CH:7]=[CH:6][CH:5]=[CH:4][CH:3]=1. (5) Given the reactants Br[C:2]1[CH:3]=[C:4]([N:11]2[CH2:15][CH2:14][CH2:13][CH2:12]2)[CH:5]=[C:6]([O:8][CH2:9][CH3:10])[CH:7]=1.[B:16]1([B:16]2[O:20][C:19]([CH3:22])([CH3:21])[C:18]([CH3:24])([CH3:23])[O:17]2)[O:20][C:19]([CH3:22])([CH3:21])[C:18]([CH3:24])([CH3:23])[O:17]1.CC([O-])=O.[K+], predict the reaction product. The product is: [CH2:9]([O:8][C:6]1[CH:5]=[C:4]([N:11]2[CH2:15][CH2:14][CH2:13][CH2:12]2)[CH:3]=[C:2]([B:16]2[O:20][C:19]([CH3:22])([CH3:21])[C:18]([CH3:24])([CH3:23])[O:17]2)[CH:7]=1)[CH3:10]. (6) Given the reactants P(Cl)(C(C)(C)C)C(C)(C)C.O.Cl[C:13]1[CH:18]=[CH:17][C:16]([CH3:19])=[CH:15][CH:14]=1.[C:20]1(B(O)O)[CH:25]=[CH:24][CH:23]=[CH:22][CH:21]=1.[F-].[Cs+], predict the reaction product. The product is: [C:20]1([C:13]2[CH:18]=[CH:17][C:16]([CH3:19])=[CH:15][CH:14]=2)[CH:25]=[CH:24][CH:23]=[CH:22][CH:21]=1.